Predict the reaction yield, written as a fraction of the theoretical maximum amount of product (1.0 means a 100% yield; for example, 0.34 means a 34% yield). From a dataset of Reaction yield outcomes from USPTO patents with 853,638 reactions. (1) The reactants are [NH2:1][C:2]1[C:11]2[C:6](=[CH:7][CH:8]=[CH:9][CH:10]=2)[CH:5]=[CH:4][C:3]=1[C:12]([OH:21])([C:17]([F:20])([F:19])[F:18])[C:13]([F:16])([F:15])[F:14].[C:22]1([CH3:31])[CH:27]=[CH:26][C:25]([C:28](Cl)=[O:29])=[CH:24][CH:23]=1. No catalyst specified. The product is [CH3:31][C:22]1[CH:27]=[CH:26][C:25]([C:28]([NH:1][C:2]2[C:11]3[C:6](=[CH:7][CH:8]=[CH:9][CH:10]=3)[CH:5]=[CH:4][C:3]=2[C:12]([OH:21])([C:13]([F:14])([F:15])[F:16])[C:17]([F:18])([F:19])[F:20])=[O:29])=[CH:24][CH:23]=1. The yield is 0.160. (2) The reactants are [OH:1][C@H:2]([C:23]1[CH:28]=[CH:27][CH:26]=[CH:25][CH:24]=1)[CH2:3][CH2:4][N:5]1[CH2:10][CH2:9][CH:8]([C:11]2[CH:12]=[C:13]([NH:17][C:18](=[O:22])[CH:19]([CH3:21])[CH3:20])[CH:14]=[CH:15][CH:16]=2)[CH2:7][CH2:6]1.[C:29]([C:32]1[CH:37]=[CH:36][CH:35]=[CH:34][C:33]=1O)(=[O:31])[CH3:30].C1(P(C2C=CC=CC=2)C2C=CC=CC=2)C=CC=CC=1.N(C(OCC)=O)=NC(OCC)=O.N. The catalyst is C1COCC1.C(Cl)(Cl)Cl. The product is [C:29]([C:32]1[CH:37]=[CH:36][CH:35]=[CH:34][C:33]=1[O:1][C@@H:2]([C:23]1[CH:24]=[CH:25][CH:26]=[CH:27][CH:28]=1)[CH2:3][CH2:4][N:5]1[CH2:10][CH2:9][CH:8]([C:11]2[CH:12]=[C:13]([NH:17][C:18](=[O:22])[CH:19]([CH3:21])[CH3:20])[CH:14]=[CH:15][CH:16]=2)[CH2:7][CH2:6]1)(=[O:31])[CH3:30]. The yield is 0.249. (3) The reactants are Cl[C:2]1[C:7]([C:8]#[N:9])=[CH:6][CH:5]=[CH:4][N:3]=1.[SH:10][CH2:11][C:12]([O:14][CH2:15][CH3:16])=[O:13].C(=O)([O-])[O-].[Na+].[Na+].CCO. The catalyst is O. The product is [NH2:9][C:8]1[C:7]2[C:2](=[N:3][CH:4]=[CH:5][CH:6]=2)[S:10][C:11]=1[C:12]([O:14][CH2:15][CH3:16])=[O:13]. The yield is 0.932. (4) The reactants are [C:1]([N:5]1[CH:28]=[C:27]2[C:7]([CH:8]=[CH:9][C:10]3([CH2:26]2)[CH2:15][CH2:14][N:13]([C:16]([O:18][CH2:19][C:20]2[CH:25]=[CH:24][CH:23]=[CH:22][CH:21]=2)=[O:17])[CH2:12][CH2:11]3)=[N:6]1)([CH3:4])([CH3:3])[CH3:2].[Br:29]N1C(=O)CCC1=O.CO.[O:39]1[CH2:43]CCC1. No catalyst specified. The product is [Br:29][CH:9]1[C:10]2([CH2:11][CH2:12][N:13]([C:16]([O:18][CH2:19][C:20]3[CH:21]=[CH:22][CH:23]=[CH:24][CH:25]=3)=[O:17])[CH2:14][CH2:15]2)[CH2:26][C:27]2[C:7](=[N:6][N:5]([C:1]([CH3:4])([CH3:2])[CH3:3])[CH:28]=2)[CH:8]1[O:39][CH3:43]. The yield is 0.730. (5) The reactants are [H-].[Na+].[CH2:3]([OH:10])[C:4]1[CH:9]=[CH:8][CH:7]=[CH:6][CH:5]=1.[H][H].F[C:14]1[CH:19]=[CH:18][C:17]([N+:20]([O-:22])=[O:21])=[CH:16][C:15]=1[C:23]([F:26])([F:25])[F:24]. The catalyst is CN(C=O)C. The product is [CH2:3]([O:10][C:14]1[CH:19]=[CH:18][C:17]([N+:20]([O-:22])=[O:21])=[CH:16][C:15]=1[C:23]([F:24])([F:25])[F:26])[C:4]1[CH:9]=[CH:8][CH:7]=[CH:6][CH:5]=1. The yield is 0.830. (6) The reactants are [CH3:1][C:2]1[N:7]=[CH:6][C:5]([CH2:8][C:9]([OH:11])=O)=[CH:4][CH:3]=1.C(OC(=O)C)(=O)C.[NH:19]1[C:27]2[C:22](=[CH:23][CH:24]=[CH:25][CH:26]=2)[CH:21]=[CH:20]1. The catalyst is C(OCC)(=O)C. The product is [NH:19]1[C:27]2[C:22](=[CH:23][CH:24]=[CH:25][CH:26]=2)[C:21]([C:9](=[O:11])[CH2:8][C:5]2[CH:6]=[N:7][C:2]([CH3:1])=[CH:3][CH:4]=2)=[CH:20]1. The yield is 0.230. (7) The reactants are O=C1C2C(=CC=CC=2)C(=O)[N:3]1[O:12][CH2:13][CH2:14][CH2:15][O:16][C:17]1[CH:18]=[C:19]([Cl:34])[CH:20]=[C:21]([C:23]([N:25]([CH:29]2[CH2:33][CH2:32][CH2:31][CH2:30]2)[CH2:26][CH:27]=[CH2:28])=[O:24])[CH:22]=1.CN. The catalyst is C(O)C. The product is [NH2:3][O:12][CH2:13][CH2:14][CH2:15][O:16][C:17]1[CH:18]=[C:19]([Cl:34])[CH:20]=[C:21]([C:23]([N:25]([CH:29]2[CH2:30][CH2:31][CH2:32][CH2:33]2)[CH2:26][CH:27]=[CH2:28])=[O:24])[CH:22]=1. The yield is 0.150.